From a dataset of Full USPTO retrosynthesis dataset with 1.9M reactions from patents (1976-2016). Predict the reactants needed to synthesize the given product. (1) Given the product [Cl:1][C:2]1[CH:3]=[C:4]([C@@H:8]([OH:34])[CH2:9][NH:10][CH2:11][CH2:12][C:13]2[CH:14]=[CH:15][C:16]([S:19]([C:22]3[CH:32]=[CH:31][C:25]([C:26]([O-:28])=[O:27])=[C:24]([OH:33])[CH:23]=3)(=[O:20])=[O:21])=[CH:17][CH:18]=2)[CH:5]=[CH:6][CH:7]=1.[Na+:36], predict the reactants needed to synthesize it. The reactants are: [Cl:1][C:2]1[CH:3]=[C:4]([C@@H:8]([OH:34])[CH2:9][NH:10][CH2:11][CH2:12][C:13]2[CH:18]=[CH:17][C:16]([S:19]([C:22]3[CH:32]=[CH:31][C:25]([C:26]([O:28]CC)=[O:27])=[C:24]([OH:33])[CH:23]=3)(=[O:21])=[O:20])=[CH:15][CH:14]=2)[CH:5]=[CH:6][CH:7]=1.[OH-].[Na+:36].Cl. (2) The reactants are: [CH:1]([NH:3][CH2:4][CH:5]([C:14]1[CH:19]=[CH:18][CH:17]=[C:16]([O:20][CH3:21])[CH:15]=1)[CH2:6][CH2:7][CH2:8][C:9]([O:11][CH2:12][CH3:13])=[O:10])=O.P(Cl)(Cl)([Cl:24])=O.Cl. Given the product [ClH:24].[CH3:21][O:20][C:16]1[CH:15]=[C:14]2[C:19](=[CH:18][CH:17]=1)[CH:1]=[N:3][CH2:4][CH:5]2[CH2:6][CH2:7][CH2:8][C:9]([O:11][CH2:12][CH3:13])=[O:10], predict the reactants needed to synthesize it. (3) The reactants are: C1N=C[N:3](C(N2C=NC=C2)=O)C=1.[Br:13][C:14]1[CH:22]=[C:21]([C:23]([C:26]#[N:27])([CH3:25])[CH3:24])[CH:20]=[C:19]([F:28])[C:15]=1[C:16](O)=[O:17].[OH-].[NH4+]. Given the product [Br:13][C:14]1[CH:22]=[C:21]([C:23]([C:26]#[N:27])([CH3:25])[CH3:24])[CH:20]=[C:19]([F:28])[C:15]=1[C:16]([NH2:3])=[O:17], predict the reactants needed to synthesize it. (4) Given the product [NH2:1][C:2]1[C:3]([NH:12][CH2:13][CH2:14][OH:15])=[C:4]([CH:9]=[CH:10][C:11]=1[Cl:16])[C:5]([O:7][CH3:8])=[O:6], predict the reactants needed to synthesize it. The reactants are: [NH2:1][C:2]1[C:3]([NH:12][CH2:13][CH2:14][OH:15])=[C:4]([CH:9]=[CH:10][CH:11]=1)[C:5]([O:7][CH3:8])=[O:6].[Cl:16]N1C(=O)CCC1=O.S([O-])([O-])=O.[Na+].[Na+]. (5) The reactants are: [F:1][C:2]1[CH:7]=[N:6][C:5]([N:8]2[CH:12]=[CH:11][N:10]=[N:9]2)=[C:4]2[NH:13][CH:14]=[C:15]([C:16](=[O:20])[C:17]([OH:19])=O)[C:3]=12.[C:21]1([C:27]([N:33]2[CH2:38][CH2:37][NH:36][CH2:35][CH2:34]2)=[C:28]([C:31]#[N:32])[C:29]#[N:30])[CH:26]=[CH:25][CH:24]=[CH:23][CH:22]=1.C(OP(ON1C(=O)C2C=CC=CC=2N=N1)(OCC)=O)C.CCN(C(C)C)C(C)C. Given the product [F:1][C:2]1[CH:7]=[N:6][C:5]([N:8]2[CH:12]=[CH:11][N:10]=[N:9]2)=[C:4]2[NH:13][CH:14]=[C:15]([C:16](=[O:20])[C:17]([N:36]3[CH2:35][CH2:34][N:33]([C:27]([C:21]4[CH:26]=[CH:25][CH:24]=[CH:23][CH:22]=4)=[C:28]([C:31]#[N:32])[C:29]#[N:30])[CH2:38][CH2:37]3)=[O:19])[C:3]=12, predict the reactants needed to synthesize it.